The task is: Predict which catalyst facilitates the given reaction.. This data is from Catalyst prediction with 721,799 reactions and 888 catalyst types from USPTO. (1) Reactant: [CH2:1]([N:3](CC)[CH2:4]C)C.CNC.O1CCCC1.[Br:16][C:17]1[CH:18]=[C:19]([S:23](Cl)(=[O:25])=[O:24])[CH:20]=[N:21][CH:22]=1. Product: [Br:16][C:17]1[CH:18]=[C:19]([S:23]([N:3]([CH3:4])[CH3:1])(=[O:25])=[O:24])[CH:20]=[N:21][CH:22]=1. The catalyst class is: 4. (2) The catalyst class is: 9. Product: [CH2:7]([O:22][C:20]1[CH:21]=[C:16]([F:15])[CH:17]=[CH:18][C:19]=1[N+:23]([O-:25])=[O:24])[C:8]1[CH:13]=[CH:12][CH:11]=[CH:10][CH:9]=1. Reactant: C(=O)([O-])[O-].[K+].[K+].[CH2:7](Br)[C:8]1[CH:13]=[CH:12][CH:11]=[CH:10][CH:9]=1.[F:15][C:16]1[CH:17]=[CH:18][C:19]([N+:23]([O-:25])=[O:24])=[C:20]([OH:22])[CH:21]=1.O. (3) Reactant: Br[CH2:2][CH2:3][CH2:4][CH2:5][CH2:6][CH2:7][C:8]([O:10][CH2:11][CH3:12])=[O:9].[F:13][C:14]([F:27])([F:26])[C:15]1[CH:16]=[C:17]([OH:25])[CH:18]=[C:19]([C:21]([F:24])([F:23])[F:22])[CH:20]=1.CN(C)C=O.C(=O)([O-])[O-].[K+].[K+]. Product: [F:13][C:14]([F:26])([F:27])[C:15]1[CH:16]=[C:17]([CH:18]=[C:19]([C:21]([F:22])([F:23])[F:24])[CH:20]=1)[O:25][CH2:2][CH2:3][CH2:4][CH2:5][CH2:6][CH2:7][C:8]([O:10][CH2:11][CH3:12])=[O:9]. The catalyst class is: 6. (4) Reactant: [NH:1]1[CH2:11][CH2:10][CH:4]([C:5]([O:7][CH2:8][CH3:9])=[O:6])[CH2:3][CH2:2]1.[C:12](O)(=O)C.C=O. Product: [CH2:8]([O:7][C:5]([CH:4]1[CH2:3][CH2:2][N:1]([CH3:12])[CH2:11][CH2:10]1)=[O:6])[CH3:9]. The catalyst class is: 386.